This data is from Full USPTO retrosynthesis dataset with 1.9M reactions from patents (1976-2016). The task is: Predict the reactants needed to synthesize the given product. Given the product [CH2:1]([N:8]([C@@H:9]([C:10]1[CH:15]=[CH:14][CH:13]=[CH:12][CH:11]=1)[CH3:16])[C@H:24]([CH3:25])[C@@H:23]([OH:49])[C:22]([N:27]1[CH2:32][CH2:31][CH2:30][C@@H:29]([CH2:33][C:34]2[CH:39]=[CH:38][C:37]([F:40])=[CH:36][CH:35]=2)[CH2:28]1)=[O:26])[C:2]1[CH:7]=[CH:6][CH:5]=[CH:4][CH:3]=1, predict the reactants needed to synthesize it. The reactants are: [CH2:1]([NH:8][C@H:9]([CH3:16])[C:10]1[CH:15]=[CH:14][CH:13]=[CH:12][CH:11]=1)[C:2]1[CH:7]=[CH:6][CH:5]=[CH:4][CH:3]=1.C([Li])CCC.[C:22]([N:27]1[CH2:32][CH2:31][CH2:30][C@@H:29]([CH2:33][C:34]2[CH:39]=[CH:38][C:37]([F:40])=[CH:36][CH:35]=2)[CH2:28]1)(=[O:26])/[CH:23]=[CH:24]/[CH3:25].CC1(C)[C@@]23C4(ON4S(=O)(=[O:49])C2)C[C@@H]1CC3.